Predict the reactants needed to synthesize the given product. From a dataset of Full USPTO retrosynthesis dataset with 1.9M reactions from patents (1976-2016). (1) Given the product [CH3:1][O:2][C:3]([C@@H:4]1[CH2:5][C:6]2[CH:7]=[C:8]3[O:13][CH2:12][C@H:11]([C:14]4[CH:15]=[CH:16][C:17]([O:20][CH2:21][C:22]5[CH:27]=[CH:26][C:25]([Cl:28])=[C:24]([Cl:29])[CH:23]=5)=[CH:18][CH:19]=4)[O:10][C:9]3=[CH:30][C:31]=2[CH2:43][N:32]1[C@@H:33]([C:36]1[CH:37]=[CH:38][CH:39]=[CH:40][CH:41]=1)[CH2:34][CH3:35])=[O:42], predict the reactants needed to synthesize it. The reactants are: [CH3:1][O:2][C:3](=[O:42])[C@@H:4]([NH:32][C@@H:33]([C:36]1[CH:41]=[CH:40][CH:39]=[CH:38][CH:37]=1)[CH2:34][CH3:35])[CH2:5][C:6]1[CH:31]=[CH:30][C:9]2[O:10][C@@H:11]([C:14]3[CH:19]=[CH:18][C:17]([O:20][CH2:21][C:22]4[CH:27]=[CH:26][C:25]([Cl:28])=[C:24]([Cl:29])[CH:23]=4)=[CH:16][CH:15]=3)[CH2:12][O:13][C:8]=2[CH:7]=1.[CH2:43]=O. (2) The reactants are: [CH3:1][CH:2]1[CH2:7][CH2:6][CH2:5][CH2:4][CH:3]1[O:8][C:9]1[CH:10]=[CH:11][C:12]2[CH2:13][N:14](C(OC(C)(C)C)=O)[CH2:15][CH2:16][O:17][C:18]=2[N:19]=1.[ClH:27].C(OCC)(=O)C. Given the product [ClH:27].[CH3:1][CH:2]1[CH2:7][CH2:6][CH2:5][CH2:4][CH:3]1[O:8][C:9]1[CH:10]=[CH:11][C:12]2[CH2:13][NH:14][CH2:15][CH2:16][O:17][C:18]=2[N:19]=1, predict the reactants needed to synthesize it. (3) Given the product [C:19]12([NH:18][C:16]([C:12]3[N:8]4[CH:9]=[CH:10][CH:11]=[C:6]([O:5][CH2:4][C:3]5[C:2]([F:1])=[CH:39][CH:38]=[CH:37][C:36]=5[F:40])[C:7]4=[N:14][C:13]=3[CH3:15])=[O:17])[CH2:25][CH:24]1[CH2:23][CH2:22][NH:21][CH2:20]2, predict the reactants needed to synthesize it. The reactants are: [F:1][C:2]1[CH:39]=[CH:38][CH:37]=[C:36]([F:40])[C:3]=1[CH2:4][O:5][C:6]1[C:7]2[N:8]([C:12]([C:16]([NH:18][C:19]34[CH2:25][CH:24]3[CH2:23][CH2:22][N:21](C(OCC3C=CC=CC=3)=O)[CH2:20]4)=[O:17])=[C:13]([CH3:15])[N:14]=2)[CH:9]=[CH:10][CH:11]=1.